This data is from Full USPTO retrosynthesis dataset with 1.9M reactions from patents (1976-2016). The task is: Predict the reactants needed to synthesize the given product. (1) Given the product [CH2:1]([O:3][C:4](=[O:17])[CH2:5][C:6]1[C:14]2[C:9](=[CH:10][CH:11]=[C:12]([F:15])[CH:13]=2)[CH2:8][CH:7]=1)[CH3:2], predict the reactants needed to synthesize it. The reactants are: [CH2:1]([O:3][C:4](=[O:17])[CH2:5][C:6]1(O)[C:14]2[C:9](=[CH:10][CH:11]=[C:12]([F:15])[CH:13]=2)[CH2:8][CH2:7]1)[CH3:2].C1(C)C=CC(S(O)(=O)=O)=CC=1.O.[Cl-].[Cl-].[Ca+2]. (2) Given the product [Cl:25][C:26]1[CH:35]=[CH:34][C:29]2[N:30]=[C:31]([NH:33][C:13]([CH:14]3[C:15]4[C:16](=[CH:20][CH:21]=[CH:22][CH:23]=4)[C:17](=[O:19])[N:12]([CH2:11][CH2:10][O:9][CH3:8])[CH:6]3[C:2]3[S:1][CH:5]=[CH:4][CH:3]=3)=[O:24])[S:32][C:28]=2[CH:27]=1, predict the reactants needed to synthesize it. The reactants are: [S:1]1[CH:5]=[CH:4][CH:3]=[C:2]1[CH:6]=O.[CH3:8][O:9][CH2:10][CH2:11][NH2:12].[C:13]1(=[O:24])[O:19][C:17](=O)[C:16]2=[CH:20][CH:21]=[CH:22][CH:23]=[C:15]2[CH2:14]1.[Cl:25][C:26]1[CH:35]=[CH:34][C:29]2[N:30]=[C:31]([NH2:33])[S:32][C:28]=2[CH:27]=1. (3) Given the product [CH3:21][NH:23][C:14]([C@@H:11]1[CH2:12][CH2:13][C@H:9]([NH:8][C:6](=[O:7])[O:5][C:1]([CH3:4])([CH3:3])[CH3:2])[CH2:10]1)=[O:16], predict the reactants needed to synthesize it. The reactants are: [C:1]([O:5][C:6]([NH:8][C@H:9]1[CH2:13][CH2:12][C@@H:11]([C:14]([OH:16])=O)[CH2:10]1)=[O:7])([CH3:4])([CH3:3])[CH3:2].C1C=CC2N(O)N=[N:23][C:21]=2C=1.C(Cl)CCl.CN. (4) Given the product [C:7]([C:5]1[O:4][N:3]=[C:2]([NH:1][C:19]([NH:55][C:52]2[CH:51]=[CH:50][C:49]([C:47]3[N:46]=[C:44]4[N:43]([CH:48]=3)[C:42]3[CH:56]=[CH:57][C:39]([O:38][CH2:37][CH2:36][N:30]5[CH2:31][CH2:32][O:33][CH2:34][CH2:35]5)=[CH:40][C:41]=3[S:45]4)=[CH:54][CH:53]=2)=[O:21])[CH:6]=1)([CH3:10])([CH3:9])[CH3:8], predict the reactants needed to synthesize it. The reactants are: [NH2:1][C:2]1[CH:6]=[C:5]([C:7]([CH3:10])([CH3:9])[CH3:8])[O:4][N:3]=1.C1(C)C=CC=CC=1.Cl[C:19](Cl)([O:21]C(=O)OC(Cl)(Cl)Cl)Cl.[N:30]1([CH2:36][CH2:37][O:38][C:39]2[CH:57]=[CH:56][C:42]3[N:43]4[CH:48]=[C:47]([C:49]5[CH:54]=[CH:53][C:52]([NH2:55])=[CH:51][CH:50]=5)[N:46]=[C:44]4[S:45][C:41]=3[CH:40]=2)[CH2:35][CH2:34][O:33][CH2:32][CH2:31]1.